Dataset: Reaction yield outcomes from USPTO patents with 853,638 reactions. Task: Predict the reaction yield, written as a fraction of the theoretical maximum amount of product (1.0 means a 100% yield; for example, 0.34 means a 34% yield). (1) The reactants are N[C:2]1[C:11]2[C:6](=[CH:7][C:8]([N:12]3[C:20]4[CH2:19][C:18]([CH3:22])([CH3:21])[CH2:17][C:16](=[O:23])[C:15]=4[C:14]([CH3:24])=[CH:13]3)=[CH:9][CH:10]=2)[N:5]=[CH:4][N:3]=1.Cl.C(OCC)(=[O:28])C.O. No catalyst specified. The product is [OH:28][C:2]1[C:11]2[C:6](=[CH:7][C:8]([N:12]3[C:20]4[CH2:19][C:18]([CH3:22])([CH3:21])[CH2:17][C:16](=[O:23])[C:15]=4[C:14]([CH3:24])=[CH:13]3)=[CH:9][CH:10]=2)[N:5]=[CH:4][N:3]=1. The yield is 0.600. (2) The reactants are [O:1]1[C:5]2[CH:6]=[CH:7][C:8]([C:10]3([C:13]([NH:15][C:16]4[CH:17]=[C:18]5[C:22](=[CH:23][CH:24]=4)[N:21]([CH2:25][CH2:26]Cl)[CH:20]([C:28]([CH3:31])([CH3:30])[CH3:29])[CH2:19]5)=[O:14])[CH2:12][CH2:11]3)=[CH:9][C:4]=2[O:3][CH2:2]1.[C-:32]#[N:33].[Na+]. The catalyst is C(O)C.O. The product is [O:1]1[C:5]2[CH:6]=[CH:7][C:8]([C:10]3([C:13]([NH:15][C:16]4[CH:17]=[C:18]5[C:22](=[CH:23][CH:24]=4)[N:21]([CH2:25][CH2:26][C:32]#[N:33])[CH:20]([C:28]([CH3:31])([CH3:30])[CH3:29])[CH2:19]5)=[O:14])[CH2:12][CH2:11]3)=[CH:9][C:4]=2[O:3][CH2:2]1. The yield is 0.770. (3) The reactants are [NH2:1][C:2]1[N:3]([CH3:20])[C:4](=[O:19])[C:5]2([C:15]3[C:10](=[CH:11][CH:12]=[C:13](Br)[CH:14]=3)[O:9][C:8]([CH3:18])([CH3:17])[CH2:7]2)[N:6]=1.[C:21]([C:23]1[CH:24]=[C:25](B(O)O)[CH:26]=[CH:27][CH:28]=1)#[N:22].C([O-])([O-])=O.[Na+].[Na+]. The catalyst is CC1C=CC=CC=1C.C1C=CC([P]([Pd]([P](C2C=CC=CC=2)(C2C=CC=CC=2)C2C=CC=CC=2)([P](C2C=CC=CC=2)(C2C=CC=CC=2)C2C=CC=CC=2)[P](C2C=CC=CC=2)(C2C=CC=CC=2)C2C=CC=CC=2)(C2C=CC=CC=2)C2C=CC=CC=2)=CC=1. The product is [NH2:1][C:2]1[N:3]([CH3:20])[C:4](=[O:19])[C:5]2([C:15]3[C:10](=[CH:11][CH:12]=[C:13]([C:27]4[CH:28]=[C:23]([CH:24]=[CH:25][CH:26]=4)[C:21]#[N:22])[CH:14]=3)[O:9][C:8]([CH3:18])([CH3:17])[CH2:7]2)[N:6]=1. The yield is 0.150. (4) The reactants are [CH2:1]([O:3][C:4](=[O:10])[C:5]([C:8]#[N:9])=[N:6]O)[CH3:2].S([O-])([O-])(=O)=S.[Na+].[Na+]. The catalyst is C(=O)([O-])O.[Na+].O.[Cl-].[Na+].O. The product is [CH2:1]([O:3][C:4](=[O:10])[CH:5]([NH2:6])[C:8]#[N:9])[CH3:2]. The yield is 0.350. (5) The reactants are [NH:1]1[CH2:6][CH2:5][CH2:4][CH2:3][CH2:2]1.[Br:7][C:8]1[CH:13]=[CH:12][C:11]([S:14](Cl)(=[O:16])=[O:15])=[CH:10][CH:9]=1.[OH-].[Na+]. The catalyst is C(Cl)Cl. The product is [Br:7][C:8]1[CH:13]=[CH:12][C:11]([S:14]([N:1]2[CH2:6][CH2:5][CH2:4][CH2:3][CH2:2]2)(=[O:16])=[O:15])=[CH:10][CH:9]=1. The yield is 0.960. (6) The reactants are [OH:1][C:2]1[CH:6]=[CH:5][S:4][C:3]=1[C:7]([O:9][CH3:10])=[O:8].S(Cl)([Cl:14])(=O)=O.ClCCl. The catalyst is C(Cl)(Cl)Cl. The product is [Cl:14][C:3]1([C:7]([O:9][CH3:10])=[O:8])[C:2](=[O:1])[CH:6]=[CH:5][S:4]1. The yield is 0.760. (7) The reactants are Cl.O1CCOCC1.C(OC([NH:15][C:16]1[CH:21]=[CH:20][C:19]([C@H:22]2[C@@H:27]([C:28]([O:30][CH2:31][CH3:32])=[O:29])[CH2:26][CH2:25][CH2:24][N:23]2[C:33](=[O:42])[C:34]2[C:39]([CH3:40])=[CH:38][CH:37]=[CH:36][C:35]=2[F:41])=[CH:18][CH:17]=1)=O)(C)(C)C.C([O-])(O)=O.[Na+]. The catalyst is C(Cl)Cl.C(OCC)(=O)C. The product is [NH2:15][C:16]1[CH:21]=[CH:20][C:19]([C@H:22]2[C@@H:27]([C:28]([O:30][CH2:31][CH3:32])=[O:29])[CH2:26][CH2:25][CH2:24][N:23]2[C:33](=[O:42])[C:34]2[C:39]([CH3:40])=[CH:38][CH:37]=[CH:36][C:35]=2[F:41])=[CH:18][CH:17]=1. The yield is 1.00.